This data is from CYP2D6 inhibition data for predicting drug metabolism from PubChem BioAssay. The task is: Regression/Classification. Given a drug SMILES string, predict its absorption, distribution, metabolism, or excretion properties. Task type varies by dataset: regression for continuous measurements (e.g., permeability, clearance, half-life) or binary classification for categorical outcomes (e.g., BBB penetration, CYP inhibition). Dataset: cyp2d6_veith. (1) The molecule is CSc1nc(C)c(CCOC(=O)c2ccccc2)c(=O)[nH]1. The result is 0 (non-inhibitor). (2) The compound is CN(CC(=O)N1CCN(c2ccccc2)CC1)S(=O)(=O)c1cnc[nH]1. The result is 1 (inhibitor). (3) The molecule is CC(Cc1ccccc1)N/C=C1\CC(=O)NC1=O. The result is 0 (non-inhibitor). (4) The drug is COc1cccc(Cn2c(=O)c(-c3ccc(F)cc3)nc3cnc(OC)nc32)c1. The result is 0 (non-inhibitor). (5) The compound is Cc1cccc(C)c1NC(=O)COc1cccc(/C=N/NC(=O)C(=O)NCc2ccccc2)c1. The result is 0 (non-inhibitor). (6) The drug is COc1ccc(OCc2nnc(SCC(=O)N3c4ccccc4Sc4ccc(Cl)cc43)o2)cc1. The result is 0 (non-inhibitor). (7) The compound is CCOC(=O)c1cc(-c2ccc(Cl)cc2)nc2c1c(C)nn2CCC#N. The result is 0 (non-inhibitor). (8) The molecule is Cc1ccc(C(=O)c2cc([N+](=O)[O-])ccc2N2CCOCC2)c(C)c1. The result is 0 (non-inhibitor).